From a dataset of Forward reaction prediction with 1.9M reactions from USPTO patents (1976-2016). Predict the product of the given reaction. (1) Given the reactants [CH3:1][C:2]1[S:3][C:4]2[CH:10]=[C:9]3[C:11]4([CH2:21][O:22][C:8]3=[CH:7][C:5]=2[N:6]=1)[C:19]1[C:14](=[CH:15][CH:16]=[CH:17][CH:18]=1)[NH:13][C:12]4=[O:20].Br[CH2:24][CH:25]1[CH2:30][CH2:29][O:28][CH2:27][CH2:26]1.BrCC1CCCCO1, predict the reaction product. The product is: [CH3:1][C:2]1[S:3][C:4]2[CH:10]=[C:9]3[C:11]4([CH2:21][O:22][C:8]3=[CH:7][C:5]=2[N:6]=1)[C:19]1[C:14](=[CH:15][CH:16]=[CH:17][CH:18]=1)[N:13]([CH2:24][CH:25]1[CH2:30][CH2:29][O:28][CH2:27][CH2:26]1)[C:12]4=[O:20]. (2) Given the reactants [N:1]1([CH2:6][CH2:7][O:8][C:9]2[CH:10]=[C:11]3[C:16](=[CH:17][CH:18]=2)[C:15](=O)[CH2:14][CH2:13][CH2:12]3)[CH:5]=[CH:4][N:3]=[CH:2]1.[C:20]([CH2:23][O:24][NH2:25])([OH:22])=[O:21].Cl, predict the reaction product. The product is: [N:1]1([CH2:6][CH2:7][O:8][C:9]2[CH:10]=[C:11]3[C:16](=[CH:17][CH:18]=2)[C:15](=[N:25][O:24][CH2:23][C:20]([OH:22])=[O:21])[CH2:14][CH2:13][CH2:12]3)[CH:5]=[CH:4][N:3]=[CH:2]1.